This data is from Full USPTO retrosynthesis dataset with 1.9M reactions from patents (1976-2016). The task is: Predict the reactants needed to synthesize the given product. (1) Given the product [CH2:1]([O:8][C:9]1[CH:18]=[C:17]2[C:12]([C:13]([NH:22][CH2:23][CH2:24][O:25][Si:26]([C:29]([CH3:32])([CH3:31])[CH3:30])([CH3:27])[CH3:28])=[C:14]([NH2:19])[CH:15]=[N:16]2)=[CH:11][CH:10]=1)[C:2]1[CH:3]=[CH:4][CH:5]=[CH:6][CH:7]=1, predict the reactants needed to synthesize it. The reactants are: [CH2:1]([O:8][C:9]1[CH:18]=[C:17]2[C:12]([C:13]([NH:22][CH2:23][CH2:24][O:25][Si:26]([C:29]([CH3:32])([CH3:31])[CH3:30])([CH3:28])[CH3:27])=[C:14]([N+:19]([O-])=O)[CH:15]=[N:16]2)=[CH:11][CH:10]=1)[C:2]1[CH:7]=[CH:6][CH:5]=[CH:4][CH:3]=1. (2) Given the product [CH3:1][O:2][C:3]1[CH:4]=[C:5]2[C:9](=[CH:10][CH:11]=1)[N:8]([CH3:12])[CH:7]=[C:6]2[C:13]1[NH:43][C:16]2[N:17]=[CH:18][C:19]3[N:20]([C:21]([CH2:24][NH2:25])=[N:22][CH:23]=3)[C:15]=2[CH:14]=1, predict the reactants needed to synthesize it. The reactants are: [CH3:1][O:2][C:3]1[CH:4]=[C:5]2[C:9](=[CH:10][CH:11]=1)[N:8]([CH3:12])[CH:7]=[C:6]2[C:13]1[N:43](COCC[Si](C)(C)C)[C:16]2[N:17]=[CH:18][C:19]3[N:20]([C:21]([CH2:24][NH:25]C(=O)OCC4C5C=CC=CC=5C5C4=CC=CC=5)=[N:22][CH:23]=3)[C:15]=2[CH:14]=1.CCCC[N+](CCCC)(CCCC)CCCC.[F-].C(N)CN. (3) Given the product [CH2:33]([O:40][C:41]([C@H:43]1[CH2:48][CH2:47][C@@H:46]([C:49]([N:5]2[CH2:6][CH2:7][CH2:8][N:2]([C:9]3[CH:14]=[CH:13][C:12]([NH:15][C:16]([C:18]4[N:19]=[C:20]([C:27]5[CH:32]=[CH:31][CH:30]=[CH:29][CH:28]=5)[O:21][C:22]=4[C:23]([F:26])([F:24])[F:25])=[O:17])=[CH:11][CH:10]=3)[CH2:3][CH2:4]2)=[O:50])[CH2:45][CH2:44]1)=[O:42])[C:34]1[CH:39]=[CH:38][CH:37]=[CH:36][CH:35]=1, predict the reactants needed to synthesize it. The reactants are: Cl.[N:2]1([C:9]2[CH:14]=[CH:13][C:12]([NH:15][C:16]([C:18]3[N:19]=[C:20]([C:27]4[CH:32]=[CH:31][CH:30]=[CH:29][CH:28]=4)[O:21][C:22]=3[C:23]([F:26])([F:25])[F:24])=[O:17])=[CH:11][CH:10]=2)[CH2:8][CH2:7][CH2:6][NH:5][CH2:4][CH2:3]1.[CH2:33]([O:40][C:41]([C@H:43]1[CH2:48][CH2:47][C@@H:46]([C:49](O)=[O:50])[CH2:45][CH2:44]1)=[O:42])[C:34]1[CH:39]=[CH:38][CH:37]=[CH:36][CH:35]=1.C(N(CC)CC)C.C1CN([P+](Br)(N2CCCC2)N2CCCC2)CC1.F[P-](F)(F)(F)(F)F. (4) Given the product [NH2:1][C:2]1[C:11]2[N:12]=[C:13]([CH2:31][CH2:32][CH2:33][CH3:34])[N:14]([CH2:15][CH2:16][CH2:17][N:18]([CH2:36][CH2:37][CH2:38][N:39]3[CH2:44][CH2:43][O:42][CH2:41][CH2:40]3)[S:19]([C:22]3[CH:27]=[CH:26][CH:25]=[CH:24][C:23]=3[N+:28]([O-:30])=[O:29])(=[O:21])=[O:20])[C:10]=2[C:9]2[CH:8]=[CH:7][CH:6]=[CH:5][C:4]=2[N:3]=1, predict the reactants needed to synthesize it. The reactants are: [NH2:1][C:2]1[C:11]2[N:12]=[C:13]([CH2:31][CH2:32][CH2:33][CH3:34])[N:14]([CH2:15][CH2:16][CH2:17][NH:18][S:19]([C:22]3[CH:27]=[CH:26][CH:25]=[CH:24][C:23]=3[N+:28]([O-:30])=[O:29])(=[O:21])=[O:20])[C:10]=2[C:9]2[CH:8]=[CH:7][CH:6]=[CH:5][C:4]=2[N:3]=1.Br[CH2:36][CH2:37][CH2:38][N:39]1[CH2:44][CH2:43][O:42][CH2:41][CH2:40]1.C([O-])(O)=O.[Na+]. (5) Given the product [CH:18]([C:12]1[C:10]2[NH:11][C:7]([S:6][CH2:5][C:4]([OH:20])=[O:3])=[N:8][C:9]=2[CH:15]=[CH:14][C:13]=1[O:16][CH3:17])=[O:19], predict the reactants needed to synthesize it. The reactants are: C([O:3][C:4](=[O:20])[CH2:5][S:6][C:7]1[NH:11][C:10]2[C:12]([CH:18]=[O:19])=[C:13]([O:16][CH3:17])[CH:14]=[CH:15][C:9]=2[N:8]=1)C.Cl. (6) Given the product [CH3:45][CH:46]1[CH:51]([CH3:52])[CH2:50][CH2:49][CH2:48][CH:47]1[NH:53][C:20]([C:17]1[CH:18]=[CH:19][C:14]([C:3]2[CH:4]=[C:5]([C:8]3[O:9][C:10]([CH3:13])=[N:11][N:12]=3)[CH:6]=[CH:7][C:2]=2[CH3:1])=[CH:15][CH:16]=1)=[O:21], predict the reactants needed to synthesize it. The reactants are: [CH3:1][C:2]1[CH:7]=[CH:6][C:5]([C:8]2[O:9][C:10]([CH3:13])=[N:11][N:12]=2)=[CH:4][C:3]=1[C:14]1[CH:19]=[CH:18][C:17]([C:20](O)=[O:21])=[CH:16][CH:15]=1.C1C=CC2N(O)N=NC=2C=1.Cl.CN(C)CCCN=C=NCC.[CH3:45][CH:46]1[CH:51]([CH3:52])[CH2:50][CH2:49][CH2:48][CH:47]1[NH2:53]. (7) Given the product [F:38][C:2]([F:1])([CH2:8][C:9]1[CH:14]=[CH:13][C:12]([C:15]2[CH:20]=[C:19]([NH:21][C:22]3[N:27]=[C:26]([C:28]([F:29])([F:30])[F:31])[CH:25]=[CH:24][N:23]=3)[CH:18]=[C:17]([CH3:32])[CH:16]=2)=[CH:11][N:10]=1)[C:3]([O:5][CH2:6][CH3:7])=[O:4], predict the reactants needed to synthesize it. The reactants are: [F:1][C:2]([F:38])([CH:8](OC(SC)=S)[C:9]1[CH:14]=[CH:13][C:12]([C:15]2[CH:20]=[C:19]([NH:21][C:22]3[N:27]=[C:26]([C:28]([F:31])([F:30])[F:29])[CH:25]=[CH:24][N:23]=3)[CH:18]=[C:17]([CH3:32])[CH:16]=2)=[CH:11][N:10]=1)[C:3]([O:5][CH2:6][CH3:7])=[O:4].C1(P(=O)C2C=CC=CC=2)C=CC=CC=1.C(OOC(C)(C)C)(C)(C)C.